From a dataset of Forward reaction prediction with 1.9M reactions from USPTO patents (1976-2016). Predict the product of the given reaction. (1) Given the reactants [NH2:1][C:2]1[CH:3]=[C:4]([CH:9]=[CH:10][CH:11]=1)[C:5]([O:7][CH3:8])=[O:6].[OH:12][C:13]1[CH:18]=[C:17]([CH3:19])[O:16][C:15](=O)[CH:14]=1, predict the reaction product. The product is: [OH:12][C:13]1[CH:18]=[C:17]([CH3:19])[N:1]([C:2]2[CH:3]=[C:4]([CH:9]=[CH:10][CH:11]=2)[C:5]([O:7][CH3:8])=[O:6])[C:15](=[O:16])[CH:14]=1. (2) Given the reactants [C:1]([CH:3]([NH:8][C:9]([CH:11]1[CH2:16][CH2:15][CH2:14][CH2:13][CH:12]1[NH:17][C:18]([C:20]1[NH:21][C:22]2[C:27]([CH:28]=1)=[CH:26][CH:25]=[C:24]([Cl:29])[CH:23]=2)=[O:19])=[O:10])[CH2:4][CH:5]([CH3:7])[CH3:6])#[N:2].[H-].[Na+].Br[CH2:33][CH2:34][CH2:35][Cl:36], predict the reaction product. The product is: [C:1]([CH:3]([NH:8][C:9]([CH:11]1[CH2:16][CH2:15][CH2:14][CH2:13][CH:12]1[NH:17][C:18]([C:20]1[N:21]([CH2:33][CH2:34][CH2:35][Cl:36])[C:22]2[C:27]([CH:28]=1)=[CH:26][CH:25]=[C:24]([Cl:29])[CH:23]=2)=[O:19])=[O:10])[CH2:4][CH:5]([CH3:7])[CH3:6])#[N:2]. (3) Given the reactants [Cl:1][C:2]1[C:7]([F:8])=[CH:6][CH:5]=[C:4]([Cl:9])[C:3]=1[CH:10]([O:12][C:13]1[CH:19]=[CH:18][C:16]([NH2:17])=[CH:15][C:14]=1[CH3:20])[CH3:11].[S-:21][C:22]#[N:23].[K+].BrBr, predict the reaction product. The product is: [Cl:1][C:2]1[C:7]([F:8])=[CH:6][CH:5]=[C:4]([Cl:9])[C:3]=1[CH:10]([O:12][C:13]1[C:14]([CH3:20])=[CH:15][C:16]2[N:17]=[C:22]([NH2:23])[S:21][C:18]=2[CH:19]=1)[CH3:11]. (4) Given the reactants Br[C:2]1[CH:3]=[C:4]([C:15]#[N:16])[CH:5]=[C:6]2[C:10]=1[NH:9][C:8]([C:11]([NH2:13])=[O:12])=[C:7]2[CH3:14].[Cl:17][C:18]1[CH:23]=[CH:22][C:21](B(O)O)=[CH:20][CH:19]=1, predict the reaction product. The product is: [Cl:17][C:18]1[CH:23]=[CH:22][C:21]([C:2]2[CH:3]=[C:4]([C:15]#[N:16])[CH:5]=[C:6]3[C:10]=2[NH:9][C:8]([C:11]([NH2:13])=[O:12])=[C:7]3[CH3:14])=[CH:20][CH:19]=1.